Task: Predict the reactants needed to synthesize the given product.. Dataset: Full USPTO retrosynthesis dataset with 1.9M reactions from patents (1976-2016) (1) Given the product [Br:1][C:2]1[CH:3]=[N:4][C:5]2[N:6]([N:8]=[C:9]([C:11]([N:20]3[CH2:19][CH2:18][C:17]4[C:22](=[CH:23][C:24]([F:25])=[C:15]([F:14])[CH:16]=4)[CH:21]3[CH3:26])=[O:13])[CH:10]=2)[CH:7]=1, predict the reactants needed to synthesize it. The reactants are: [Br:1][C:2]1[CH:3]=[N:4][C:5]2[N:6]([N:8]=[C:9]([C:11]([OH:13])=O)[CH:10]=2)[CH:7]=1.[F:14][C:15]1[CH:16]=[C:17]2[C:22](=[CH:23][C:24]=1[F:25])[CH:21]([CH3:26])[NH:20][CH2:19][CH2:18]2. (2) Given the product [CH3:1][O:2][C:3](=[O:14])[C:4]1[CH:9]=[CH:8][C:7]([O:28][C:25]2[CH:24]=[CH:23][C:22]([NH:21][C:20]([O:19][C:15]([CH3:18])([CH3:17])[CH3:16])=[O:29])=[CH:27][CH:26]=2)=[C:6]([N+:11]([O-:13])=[O:12])[CH:5]=1, predict the reactants needed to synthesize it. The reactants are: [CH3:1][O:2][C:3](=[O:14])[C:4]1[CH:9]=[CH:8][C:7](Cl)=[C:6]([N+:11]([O-:13])=[O:12])[CH:5]=1.[C:15]([O:19][C:20](=[O:29])[NH:21][C:22]1[CH:27]=[CH:26][C:25]([OH:28])=[CH:24][CH:23]=1)([CH3:18])([CH3:17])[CH3:16].C([O-])([O-])=O.[K+].[K+]. (3) Given the product [Br:11][C:9]1[CH:10]=[C:2]2[C:3]([C:4](=[O:6])[N:26]([C:27]3[CH:28]=[C:29]([NH:34][C:35](=[O:47])[C:36]4[CH:41]=[CH:40][CH:39]=[C:38]([C:42]([C:45]#[N:46])([CH3:44])[CH3:43])[CH:37]=4)[CH:30]=[CH:31][C:32]=3[CH3:33])[CH:12]=[N:1]2)=[CH:7][CH:8]=1, predict the reactants needed to synthesize it. The reactants are: [NH2:1][C:2]1[CH:10]=[C:9]([Br:11])[CH:8]=[CH:7][C:3]=1[C:4]([OH:6])=O.[CH:12](OCC)(OCC)OCC.C(O)(=O)C.[NH2:26][C:27]1[CH:28]=[C:29]([NH:34][C:35](=[O:47])[C:36]2[CH:41]=[CH:40][CH:39]=[C:38]([C:42]([C:45]#[N:46])([CH3:44])[CH3:43])[CH:37]=2)[CH:30]=[CH:31][C:32]=1[CH3:33]. (4) Given the product [CH:36]([NH:39][C:32]1[C:27]2[S:26][CH:25]=[C:24]([C:22]([NH:21][C:3]3[CH:4]=[C:5]([C:8](=[O:20])[NH:9][C:10]4[CH:15]=[CH:14][CH:13]=[C:12]([C:16]([F:19])([F:17])[F:18])[CH:11]=4)[CH:6]=[CH:7][C:2]=3[CH3:1])=[O:23])[C:28]=2[N:29]=[CH:30][N:31]=1)([CH3:38])[CH3:37], predict the reactants needed to synthesize it. The reactants are: [CH3:1][C:2]1[CH:7]=[CH:6][C:5]([C:8](=[O:20])[NH:9][C:10]2[CH:15]=[CH:14][CH:13]=[C:12]([C:16]([F:19])([F:18])[F:17])[CH:11]=2)=[CH:4][C:3]=1[NH:21][C:22]([C:24]1[C:28]2[N:29]=[CH:30][N:31]=[C:32](S(C)=O)[C:27]=2[S:26][CH:25]=1)=[O:23].[CH:36]([NH2:39])([CH3:38])[CH3:37]. (5) Given the product [OH:9][CH2:8][C@H:6]1[NH:7][C:2](=[O:1])[CH2:3][O:4][CH2:5]1, predict the reactants needed to synthesize it. The reactants are: [O:1]=[C:2]1[NH:7][C@H:6]([C:8](OCC2C=CC=CC=2)=[O:9])[CH2:5][O:4][CH2:3]1.[BH4-].[Na+]. (6) Given the product [ClH:41].[C:1]([C:3]1[CH:4]=[CH:5][C:6]([CH2:9][CH2:10][N:11]2[CH2:12][CH2:13][C:14]([CH2:18][N:19]([CH3:33])[C:20]3[CH:21]=[CH:22][C:23]([C:24]([OH:26])=[O:25])=[CH:31][CH:32]=3)([OH:17])[CH2:15][CH2:16]2)=[CH:7][CH:8]=1)#[N:2], predict the reactants needed to synthesize it. The reactants are: [C:1]([C:3]1[CH:8]=[CH:7][C:6]([CH2:9][CH2:10][N:11]2[CH2:16][CH2:15][C:14]([CH2:18][N:19]([CH3:33])[C:20]3[CH:32]=[CH:31][C:23]([C:24]([O:26]C(C)(C)C)=[O:25])=[CH:22][CH:21]=3)([OH:17])[CH2:13][CH2:12]2)=[CH:5][CH:4]=1)#[N:2].O.C(=O)([O-])[O-].[K+].[K+].[ClH:41]. (7) Given the product [Cl:19][C:15]1[N:14]=[C:13]([NH:12][CH:8]([C:4]2[CH:3]=[C:2]([NH:1][C:27](=[O:29])[CH3:28])[CH:7]=[CH:6][CH:5]=2)[CH2:9][CH2:10][CH3:11])[CH:18]=[N:17][CH:16]=1, predict the reactants needed to synthesize it. The reactants are: [NH2:1][C:2]1[CH:3]=[C:4]([CH:8]([NH:12][C:13]2[CH:18]=[N:17][CH:16]=[C:15]([Cl:19])[N:14]=2)[CH2:9][CH2:10][CH3:11])[CH:5]=[CH:6][CH:7]=1.C(N(CC)CC)C.[C:27](Cl)(=[O:29])[CH3:28].